From a dataset of Forward reaction prediction with 1.9M reactions from USPTO patents (1976-2016). Predict the product of the given reaction. (1) Given the reactants [H-].[Na+].[I-].[CH3:4][S+](C)(C)=O.[NH2:9][C:10]1[CH:15]=[CH:14][C:13](/[CH:16]=[CH:17]/[C:18]([O:20][CH2:21][CH3:22])=[O:19])=[CH:12][CH:11]=1, predict the reaction product. The product is: [NH2:9][C:10]1[CH:11]=[CH:12][C:13]([C@@H:16]2[CH2:4][C@H:17]2[C:18]([O:20][CH2:21][CH3:22])=[O:19])=[CH:14][CH:15]=1. (2) Given the reactants [F:1][C:2]([F:15])([F:14])[C:3]1[CH:8]=[CH:7][C:6]([PH:9](=[O:13])[O:10][CH2:11][CH3:12])=[CH:5][CH:4]=1.Br[C:17]1[CH:22]=[CH:21][C:20]([O:23][CH:24]([CH3:26])[CH3:25])=[C:19]([CH:27]=[CH2:28])[CH:18]=1.C(N(CC)CC)C, predict the reaction product. The product is: [F:15][C:2]([F:14])([F:1])[C:3]1[CH:4]=[CH:5][C:6]([P:9]([C:17]2[CH:22]=[CH:21][C:20]([O:23][CH:24]([CH3:25])[CH3:26])=[C:19]([CH:27]=[CH2:28])[CH:18]=2)(=[O:13])[O:10][CH2:11][CH3:12])=[CH:7][CH:8]=1.